Dataset: Full USPTO retrosynthesis dataset with 1.9M reactions from patents (1976-2016). Task: Predict the reactants needed to synthesize the given product. (1) Given the product [Br:1][C:2]1[CH:3]=[C:4]([N:5]2[C:17]([CH3:18])=[CH:16][CH:15]=[C:14]2[CH3:13])[CH:6]=[C:7]([C:9]([F:10])([F:11])[F:12])[CH:8]=1, predict the reactants needed to synthesize it. The reactants are: [Br:1][C:2]1[CH:3]=[C:4]([CH:6]=[C:7]([C:9]([F:12])([F:11])[F:10])[CH:8]=1)[NH2:5].[CH3:13][C:14](=O)[CH2:15][CH2:16][C:17](=O)[CH3:18]. (2) Given the product [Br:1][C:2]1[CH:8]=[CH:7][C:5]([N:6]=[C:16]=[O:18])=[CH:4][C:3]=1[S:9]([F:14])([F:10])([F:11])([F:12])[F:13], predict the reactants needed to synthesize it. The reactants are: [Br:1][C:2]1[CH:8]=[CH:7][C:5]([NH2:6])=[CH:4][C:3]=1[S:9]([F:14])([F:13])([F:12])([F:11])[F:10].Cl[C:16](Cl)([O:18]C(=O)OC(Cl)(Cl)Cl)Cl.C(N(CC)CC)C.CCCCCC.CCOC(C)=O. (3) Given the product [CH3:46][N:47]([C:49]1[CH:54]=[CH:53][C:52]([C:55]([F:58])([F:56])[F:57])=[CH:51][N:50]=1)[NH:48][C:13]([C:10]1[CH:11]=[N:12][C:7]([C:1]2[CH:2]=[CH:3][CH:4]=[CH:5][CH:6]=2)=[N:8][CH:9]=1)=[O:15], predict the reactants needed to synthesize it. The reactants are: [C:1]1([C:7]2[N:12]=[CH:11][C:10]([C:13]([OH:15])=O)=[CH:9][N:8]=2)[CH:6]=[CH:5][CH:4]=[CH:3][CH:2]=1.ON1C2C=CC=CC=2N=N1.CN(C)CCCN=C=NCC.CCN(C(C)C)C(C)C.[CH3:46][N:47]([C:49]1[CH:54]=[CH:53][C:52]([C:55]([F:58])([F:57])[F:56])=[CH:51][N:50]=1)[NH2:48]. (4) Given the product [C:5]1([C:3]2[N:16]=[C:14]([CH2:13][C:11]#[N:12])[S:15][CH:2]=2)[CH:10]=[CH:9][CH:8]=[CH:7][CH:6]=1, predict the reactants needed to synthesize it. The reactants are: Br[CH2:2][C:3]([C:5]1[CH:10]=[CH:9][CH:8]=[CH:7][CH:6]=1)=O.[C:11]([CH2:13][C:14]([NH2:16])=[S:15])#[N:12].N. (5) Given the product [OH:12][C:3]1[CH:4]=[C:5]2[C:9](=[CH:10][CH:2]=1)[C:8](=[O:11])[CH2:7][CH2:6]2, predict the reactants needed to synthesize it. The reactants are: O[C:2]1[CH:10]=[C:9]2[C:5]([CH2:6][CH2:7][C:8]2=[O:11])=[CH:4][C:3]=1[O:12]C.COC1C=CC(C=O)=CC=1O. (6) Given the product [C:47]([C:42]1[CH:43]=[C:44]2[C:39](=[C:40]([F:51])[CH:41]=1)[C:38](=[O:52])[N:37]([C:7]1[CH:8]=[CH:9][CH:10]=[C:11]([C:12]3[CH:17]=[C:16]([NH:18][C:19]4[CH:24]=[CH:23][C:22]([C:25]([N:27]5[CH2:28][CH2:29][C:30]([OH:34])([CH3:33])[CH2:31][CH2:32]5)=[O:26])=[CH:21][N:20]=4)[C:15](=[O:35])[N:14]([CH3:36])[N:13]=3)[C:6]=1[CH2:5][OH:4])[N:46]=[CH:45]2)([CH3:48])([CH3:49])[CH3:50], predict the reactants needed to synthesize it. The reactants are: C([O:4][CH2:5][C:6]1[C:11]([C:12]2[CH:17]=[C:16]([NH:18][C:19]3[CH:24]=[CH:23][C:22]([C:25]([N:27]4[CH2:32][CH2:31][C:30]([OH:34])([CH3:33])[CH2:29][CH2:28]4)=[O:26])=[CH:21][N:20]=3)[C:15](=[O:35])[N:14]([CH3:36])[N:13]=2)=[CH:10][CH:9]=[CH:8][C:7]=1[N:37]1[N:46]=[CH:45][C:44]2[C:39](=[C:40]([F:51])[CH:41]=[C:42]([C:47]([CH3:50])([CH3:49])[CH3:48])[CH:43]=2)[C:38]1=[O:52])(=O)C.[Li+].[OH-].